Predict the reactants needed to synthesize the given product. From a dataset of Full USPTO retrosynthesis dataset with 1.9M reactions from patents (1976-2016). (1) Given the product [C:42]([O:46][C:47](=[O:63])[CH:48]([N:49]=[C:50]([C:51]1[CH:52]=[CH:53][CH:54]=[CH:55][CH:56]=1)[C:57]1[CH:58]=[CH:59][CH:60]=[CH:61][CH:62]=1)[CH2:65][C:66]1[CH:71]=[C:70]([O:72][CH3:73])[CH:69]=[CH:68][C:67]=1[F:74])([CH3:45])([CH3:43])[CH3:44], predict the reactants needed to synthesize it. The reactants are: S([O-])([O-])(=O)=O.C([N+](CCCC)(CCCC)CCCC)CCC.C([N+](CCCC)(CCCC)CCCC)CCC.[OH-].[Na+].[C:42]([O:46][C:47](=[O:63])[CH2:48][N:49]=[C:50]([C:57]1[CH:62]=[CH:61][CH:60]=[CH:59][CH:58]=1)[C:51]1[CH:56]=[CH:55][CH:54]=[CH:53][CH:52]=1)([CH3:45])([CH3:44])[CH3:43].Br[CH2:65][C:66]1[CH:71]=[C:70]([O:72][CH3:73])[CH:69]=[CH:68][C:67]=1[F:74]. (2) Given the product [CH3:5][O:4][C:2](=[O:3])[NH:14][CH2:13][C:10]1[CH:11]=[CH:12][C:7]([Br:6])=[CH:8][C:9]=1[F:15], predict the reactants needed to synthesize it. The reactants are: Cl[C:2]([O:4][CH3:5])=[O:3].[Br:6][C:7]1[CH:12]=[CH:11][C:10]([CH2:13][NH2:14])=[C:9]([F:15])[CH:8]=1.C(N(CC)CC)C. (3) Given the product [ClH:18].[CH2:1]([N:3]1[C:7]([CH2:8][S:9][C:10]2[N:15]=[C:14]([OH:16])[CH:13]=[C:12]([CH3:17])[N:11]=2)=[CH:6][CH:5]=[N:4]1)[CH3:2], predict the reactants needed to synthesize it. The reactants are: [CH2:1]([N:3]1[C:7]([CH2:8][S:9][C:10]2[N:15]=[C:14]([OH:16])[CH:13]=[C:12]([CH3:17])[N:11]=2)=[CH:6][CH:5]=[N:4]1)[CH3:2].[ClH:18].O1CCOCC1. (4) Given the product [OH:34][C:35]1([C:38]([N:4]2[CH2:5][CH2:6][N:1]([C:7]([C:9]3[CH:14]=[CH:13][C:12]([C:15]4[CH:20]=[CH:19][CH:18]=[C:17]([C:21]5[CH:25]=[C:24]([NH:26][C:27](=[O:33])[O:28][C:29]([CH3:30])([CH3:32])[CH3:31])[O:23][N:22]=5)[CH:16]=4)=[CH:11][CH:10]=3)=[O:8])[CH2:2][CH2:3]2)=[O:39])[CH2:37][CH2:36]1, predict the reactants needed to synthesize it. The reactants are: [N:1]1([C:7]([C:9]2[CH:14]=[CH:13][C:12]([C:15]3[CH:20]=[CH:19][CH:18]=[C:17]([C:21]4[CH:25]=[C:24]([NH:26][C:27](=[O:33])[O:28][C:29]([CH3:32])([CH3:31])[CH3:30])[O:23][N:22]=4)[CH:16]=3)=[CH:11][CH:10]=2)=[O:8])[CH2:6][CH2:5][NH:4][CH2:3][CH2:2]1.[OH:34][C:35]1([C:38](O)=[O:39])[CH2:37][CH2:36]1.CN(C(ON1N=NC2C=CC=CC1=2)=[N+](C)C)C.F[P-](F)(F)(F)(F)F.CCN(C(C)C)C(C)C. (5) Given the product [ClH:31].[ClH:31].[N:10]1([CH2:9][CH:8]([C:2]2([OH:1])[CH2:7][CH2:6][CH2:5][CH2:4][CH2:3]2)[C:23]2[CH:28]=[CH:27][CH:26]=[C:25]([CH:29]=[CH2:30])[CH:24]=2)[CH2:15][CH2:14][NH:13][CH2:12][CH2:11]1, predict the reactants needed to synthesize it. The reactants are: [OH:1][C:2]1([CH:8]([C:23]2[CH:28]=[CH:27][CH:26]=[C:25]([CH:29]=[CH2:30])[CH:24]=2)[CH2:9][N:10]2[CH2:15][CH2:14][N:13](C(OC(C)(C)C)=O)[CH2:12][CH2:11]2)[CH2:7][CH2:6][CH2:5][CH2:4][CH2:3]1.[ClH:31]. (6) Given the product [Si:1]([O:8][C:9]1[CH:18]=[CH:17][CH:16]=[C:15]2[C:10]=1[CH:11]=[CH:12][C:13]([NH:19][C:25](=[O:26])[O:24][C:21]([CH3:23])([CH3:22])[CH3:20])=[CH:14]2)([C:4]([CH3:7])([CH3:6])[CH3:5])([CH3:3])[CH3:2], predict the reactants needed to synthesize it. The reactants are: [Si:1]([O:8][C:9]1[CH:18]=[CH:17][CH:16]=[C:15]2[C:10]=1[CH:11]=[CH:12][C:13]([NH2:19])=[CH:14]2)([C:4]([CH3:7])([CH3:6])[CH3:5])([CH3:3])[CH3:2].[CH3:20][C:21]([O:24][C:25](O[C:25]([O:24][C:21]([CH3:23])([CH3:22])[CH3:20])=[O:26])=[O:26])([CH3:23])[CH3:22].